Predict the product of the given reaction. From a dataset of Forward reaction prediction with 1.9M reactions from USPTO patents (1976-2016). (1) Given the reactants [O:1]([C:8]1[N:13]=[C:12]([NH2:14])[C:11]([NH2:15])=[CH:10][CH:9]=1)[C:2]1[CH:7]=[CH:6][CH:5]=[CH:4][CH:3]=1.[CH3:16][O:17][C:18]1[CH:19]=[C:20]([CH:24]=[CH:25][CH:26]=1)[C:21](O)=O.[OH-].[Na+], predict the reaction product. The product is: [O:1]([C:8]1[N:13]=[C:12]2[N:14]=[C:21]([C:20]3[CH:24]=[CH:25][CH:26]=[C:18]([O:17][CH3:16])[CH:19]=3)[NH:15][C:11]2=[CH:10][CH:9]=1)[C:2]1[CH:3]=[CH:4][CH:5]=[CH:6][CH:7]=1. (2) Given the reactants C[O:2][C:3]1[CH:4]=[CH:5][C:6]2[CH2:12][C:11]([CH2:21][CH2:22][OH:23])([C:13]3[CH:18]=[CH:17][C:16]([O:19]C)=[CH:15][CH:14]=3)[CH2:10][CH2:9][CH2:8][C:7]=2[CH:24]=1.CC(C[AlH]CC(C)C)C.CCO.Cl, predict the reaction product. The product is: [OH:23][CH2:22][CH2:21][C:11]1([C:13]2[CH:18]=[CH:17][C:16]([OH:19])=[CH:15][CH:14]=2)[CH2:10][CH2:9][CH2:8][C:7]2[CH:24]=[C:3]([OH:2])[CH:4]=[CH:5][C:6]=2[CH2:12]1. (3) Given the reactants Br[C:2]1[CH:3]=[C:4]2[C:9](=[N:10][CH:11]=1)[N:8]([C:12]([NH2:14])=[O:13])[CH2:7][CH2:6][C:5]2([F:16])[F:15].CC1(C)C(C)(C)OB([C:25]2[CH:26]=[N:27][CH:28]=[CH:29][CH:30]=2)O1.C([O-])([O-])=O.[K+].[K+].CCOC(C)=O, predict the reaction product. The product is: [F:15][C:5]1([F:16])[C:4]2[C:9](=[N:10][CH:11]=[C:2]([C:25]3[CH:26]=[N:27][CH:28]=[CH:29][CH:30]=3)[CH:3]=2)[N:8]([C:12]([NH2:14])=[O:13])[CH2:7][CH2:6]1. (4) Given the reactants [C:1]12([NH:6][C:7]([C:9]3[CH:10]=[C:11]([C:16]4[C:17]([CH2:36][C:37](O)=[O:38])=[CH:18][C:19]5[O:23][C:22]([C:24]6[CH:29]=[CH:28][C:27]([F:30])=[CH:26][CH:25]=6)=[C:21]([C:31](=[O:34])[NH:32][CH3:33])[C:20]=5[CH:35]=4)[CH:12]=[CH:13][C:14]=3[F:15])=[O:8])[CH2:5][CH:3]([CH2:4]1)[CH2:2]2.Cl.[CH3:41][NH:42][CH3:43].CCN(C(C)C)C(C)C.CN(C(ON1N=NC2C=CC=NC1=2)=[N+](C)C)C.F[P-](F)(F)(F)(F)F, predict the reaction product. The product is: [C:1]12([NH:6][C:7]([C:9]3[CH:10]=[C:11]([C:16]4[C:17]([CH2:36][C:37]([N:42]([CH3:43])[CH3:41])=[O:38])=[CH:18][C:19]5[O:23][C:22]([C:24]6[CH:29]=[CH:28][C:27]([F:30])=[CH:26][CH:25]=6)=[C:21]([C:31]([NH:32][CH3:33])=[O:34])[C:20]=5[CH:35]=4)[CH:12]=[CH:13][C:14]=3[F:15])=[O:8])[CH2:2][CH:3]([CH2:4]1)[CH2:5]2. (5) Given the reactants [C:1]([O:5][C:6]([N:8]1[CH2:11][CH:10]([O:12][C:13]2[CH:18]=[CH:17][C:16]([NH:19][C:20]([C:22]3[S:23][C:24]([C:33]4[CH:38]=[CH:37][C:36]([Cl:39])=[CH:35][CH:34]=4)=[CH:25][C:26]=3[C:27]#[C:28][Si](C)(C)C)=[O:21])=[CH:15][C:14]=2[O:40][CH3:41])[CH2:9]1)=[O:7])([CH3:4])([CH3:3])[CH3:2].[F-].C([N+](CCCC)(CCCC)CCCC)CCC, predict the reaction product. The product is: [C:1]([O:5][C:6]([N:8]1[CH2:11][CH:10]([O:12][C:13]2[CH:18]=[CH:17][C:16]([N:19]3[CH:28]=[CH:27][C:26]4[CH:25]=[C:24]([C:33]5[CH:38]=[CH:37][C:36]([Cl:39])=[CH:35][CH:34]=5)[S:23][C:22]=4[C:20]3=[O:21])=[CH:15][C:14]=2[O:40][CH3:41])[CH2:9]1)=[O:7])([CH3:4])([CH3:3])[CH3:2]. (6) The product is: [CH2:21]([Si:17]([CH2:18][CH:19]=[CH2:20])([CH2:24][CH:25]=[CH2:26])[CH2:16][CH2:15][CH2:14][Si:8]([CH2:7][CH2:6][CH2:5][Si:4]([CH2:1][CH:2]=[CH2:3])([CH2:30][CH:31]=[CH2:32])[CH2:27][CH:28]=[CH2:29])([C:10]([CH3:11])([CH3:12])[CH3:13])[O:9][CH3:33])[CH:22]=[CH2:23]. Given the reactants [CH2:1]([Si:4]([CH2:30][CH:31]=[CH2:32])([CH2:27][CH:28]=[CH2:29])[CH2:5][CH2:6][CH2:7][Si:8]([CH2:14][CH2:15][CH2:16][Si:17]([CH2:24][CH:25]=[CH2:26])([CH2:21][CH:22]=[CH2:23])[CH2:18][CH:19]=[CH2:20])([C:10]([CH3:13])([CH3:12])[CH3:11])[OH:9])[CH:2]=[CH2:3].[CH2:33](N(CC)CC)C.C(OCC)C.Cl, predict the reaction product. (7) The product is: [Cl:12][C:13]1[CH:18]=[CH:17][C:16]([NH:19][C:20]2[C:29]3[C:24](=[CH:25][C:26]([O:32][CH3:33])=[C:27]([O:30][CH3:31])[CH:28]=3)[N:23]=[C:22]([N:34]3[CH2:35][CH2:36][CH:37]([N:40]([CH3:48])[C:41](=[O:47])[C@@H:42]4[CH2:46][CH2:45][CH2:44][N:43]4[CH2:7][CH3:8])[CH2:38][CH2:39]3)[N:21]=2)=[C:15]([F:49])[CH:14]=1. Given the reactants C(=O)([O-])[O-].[K+].[K+].[CH2:7](I)[CH3:8].Cl.Cl.[Cl:12][C:13]1[CH:18]=[CH:17][C:16]([NH:19][C:20]2[C:29]3[C:24](=[CH:25][C:26]([O:32][CH3:33])=[C:27]([O:30][CH3:31])[CH:28]=3)[N:23]=[C:22]([N:34]3[CH2:39][CH2:38][CH:37]([N:40]([CH3:48])[C:41](=[O:47])[C@@H:42]4[CH2:46][CH2:45][CH2:44][NH:43]4)[CH2:36][CH2:35]3)[N:21]=2)=[C:15]([F:49])[CH:14]=1, predict the reaction product.